This data is from Ames mutagenicity test results for genotoxicity prediction. The task is: Regression/Classification. Given a drug SMILES string, predict its toxicity properties. Task type varies by dataset: regression for continuous values (e.g., LD50, hERG inhibition percentage) or binary classification for toxic/non-toxic outcomes (e.g., AMES mutagenicity, cardiotoxicity, hepatotoxicity). Dataset: ames. The compound is NC(CSCc1ccccc1)C(=O)O. The result is 0 (non-mutagenic).